Dataset: Reaction yield outcomes from USPTO patents with 853,638 reactions. Task: Predict the reaction yield, written as a fraction of the theoretical maximum amount of product (1.0 means a 100% yield; for example, 0.34 means a 34% yield). (1) The reactants are [C:1]([C:5]1[O:9][N:8]=[C:7]([NH:10][C:11]([NH:13][C:14]2[CH:19]=[CH:18][CH:17]=[C:16]([OH:20])[CH:15]=2)=[O:12])[CH:6]=1)([CH3:4])([CH3:3])[CH3:2].Cl[C:22]1[C:31]2[C:26](=[CH:27][C:28]([O:34][CH2:35][CH2:36][O:37][CH3:38])=[C:29]([O:32][CH3:33])[CH:30]=2)[N:25]=[CH:24][N:23]=1.C([O-])([O-])=O.[Cs+].[Cs+]. The catalyst is C(O)(C)C. The product is [C:1]([C:5]1[O:9][N:8]=[C:7]([NH:10][C:11]([NH:13][C:14]2[CH:19]=[CH:18][CH:17]=[C:16]([O:20][C:22]3[C:31]4[C:26](=[CH:27][C:28]([O:34][CH2:35][CH2:36][O:37][CH3:38])=[C:29]([O:32][CH3:33])[CH:30]=4)[N:25]=[CH:24][N:23]=3)[CH:15]=2)=[O:12])[CH:6]=1)([CH3:4])([CH3:2])[CH3:3]. The yield is 0.683. (2) The reactants are [C:1]1(B(O)O)[CH:6]=[CH:5][CH:4]=[CH:3][CH:2]=1.Br[C:11]1[CH:12]=[C:13]2[N:19]=[C:18]([N:20]3[CH:26]4[CH2:27][CH2:28][N:23]([CH2:24][CH2:25]4)[CH2:22][CH2:21]3)[O:17][C:14]2=[N:15][CH:16]=1. No catalyst specified. The product is [C:1]1([C:11]2[CH:12]=[C:13]3[N:19]=[C:18]([N:20]4[CH:26]5[CH2:25][CH2:24][N:23]([CH2:28][CH2:27]5)[CH2:22][CH2:21]4)[O:17][C:14]3=[N:15][CH:16]=2)[CH:6]=[CH:5][CH:4]=[CH:3][CH:2]=1. The yield is 0.500. (3) The reactants are [Cl:1][C:2]1[C:10]([C:11]#[N:12])=[CH:9][CH:8]=[C:7]2[C:3]=1[CH:4]=[C:5]([CH:13]([F:15])[F:14])[NH:6]2.[BH3-]C#N.[Na+].[C:20](O)([C:22]([F:25])([F:24])[F:23])=O. The product is [Cl:1][C:2]1[C:10]([C:11]#[N:12])=[CH:9][CH:8]=[C:7]2[C:3]=1[CH2:4][CH:5]([CH:13]([F:14])[F:15])[N:6]2[CH2:20][C:22]([F:25])([F:24])[F:23].[Cl:1][C:2]1[C:10]([C:11]#[N:12])=[CH:9][CH:8]=[C:7]2[C:3]=1[CH2:4][CH:5]([CH:13]([F:14])[F:15])[NH:6]2. No catalyst specified. The yield is 0.290. (4) The reactants are Br[CH2:2][C:3]1[CH:4]=[CH:5][C:6]2[N:7]=[C:8]([Cl:19])[N:9]=[C:10]([N:13]3[CH2:18][CH2:17][O:16][CH2:15][CH2:14]3)[C:11]=2[N:12]=1.[NH2:20][CH2:21][C:22]([CH3:25])([OH:24])[CH3:23]. No catalyst specified. The product is [Cl:19][C:8]1[N:9]=[C:10]([N:13]2[CH2:18][CH2:17][O:16][CH2:15][CH2:14]2)[C:11]2[N:12]=[C:3]([CH2:2][NH:20][CH2:21][C:22]([CH3:25])([OH:24])[CH3:23])[CH:4]=[CH:5][C:6]=2[N:7]=1. The yield is 1.00. (5) The yield is 0.100. The reactants are C(O[C:4]([C:6]1[CH:7]=[C:8]2[C:12](=[CH:13][CH:14]=1)[NH:11][N:10]=[C:9]2[C:15]1[N:16]=[CH:17][C:18]2[C:23]([CH:24]=1)=[CH:22][CH:21]=[CH:20][CH:19]=2)=[NH:5])C.C(N(CC)CC)C.[N:32]1([CH2:38][C:39]([NH:41][NH2:42])=O)[CH2:37][CH2:36][O:35][CH2:34][CH2:33]1. No catalyst specified. The product is [N:32]1([CH2:38][CH:39]2[N:41]=[N:42][C:4]([C:6]3[CH:7]=[C:8]4[C:12](=[CH:13][CH:14]=3)[NH:11][N:10]=[C:9]4[C:15]3[N:16]=[CH:17][C:18]4[C:23]([CH:24]=3)=[CH:22][CH:21]=[CH:20][CH:19]=4)=[N:5]2)[CH2:37][CH2:36][O:35][CH2:34][CH2:33]1.